From a dataset of Catalyst prediction with 721,799 reactions and 888 catalyst types from USPTO. Predict which catalyst facilitates the given reaction. (1) The catalyst class is: 2. Product: [CH2:1]([O:3][C:4](=[O:17])[CH:5]([O:15][CH3:16])[CH2:6][C:7]1[CH:8]=[CH:9][C:10]([C:13](=[O:19])[CH3:14])=[CH:11][CH:12]=1)[CH3:2]. Reactant: [CH2:1]([O:3][C:4](=[O:17])[C@@H:5]([O:15][CH3:16])[CH2:6][C:7]1[CH:12]=[CH:11][C:10]([C:13]#[CH:14])=[CH:9][CH:8]=1)[CH3:2].C(O)=[O:19]. (2) Reactant: Br[C:2]1[CH:7]=[CH:6][C:5]([N:8]2[C:13]([CH3:14])=[CH:12][C:11](=[O:15])[N:10]=[C:9]2[CH2:16][C@@H:17]2[CH2:21][CH2:20][N:19]([C:22]([CH:24]3[CH2:26][CH2:25]3)=[O:23])[CH2:18]2)=[CH:4][CH:3]=1.Br[C:28]1[CH:33]=[CH:32][C:31]([N:34]2[C:39](=[O:40])[CH:38]=[C:37]([CH3:41])[N:36]=[C:35]2[CH2:42][C@@H:43]2[CH2:47][CH2:46][N:45]([C:48]([CH:50]3[CH2:52][CH2:51]3)=[O:49])[CH2:44]2)=[CH:30][CH:29]=1.CC1(C)C(C)(C)OB([C:61]2[CH:62]=[C:63]3[C:67](=[CH:68][CH:69]=2)[NH:66][CH:65]=[CH:64]3)O1.C(=O)([O-])[O-].[K+].[K+]. Product: [CH:24]1([C:22]([N:19]2[CH2:20][CH2:21][C@@H:17]([CH2:16][C:9]3[N:8]([C:5]4[CH:6]=[CH:7][C:2]([C:33]5[CH:32]=[C:31]6[C:30]([CH:38]=[CH:39][NH:34]6)=[CH:29][CH:28]=5)=[CH:3][CH:4]=4)[C:13]([CH3:14])=[CH:12][C:11](=[O:15])[N:10]=3)[CH2:18]2)=[O:23])[CH2:26][CH2:25]1.[CH:50]1([C:48]([N:45]2[CH2:46][CH2:47][C@@H:43]([CH2:42][C:35]3[N:34]([C:31]4[CH:32]=[CH:33][C:28]([C:69]5[CH:68]=[C:67]6[C:63]([CH:64]=[CH:65][NH:66]6)=[CH:62][CH:61]=5)=[CH:29][CH:30]=4)[C:39](=[O:40])[CH:38]=[C:37]([CH3:41])[N:36]=3)[CH2:44]2)=[O:49])[CH2:52][CH2:51]1. The catalyst class is: 70. (3) Reactant: [NH2:1][C:2]1[C:11]2[C:6](=[CH:7][CH:8]=[CH:9][C:10]=2[O:12][CH2:13][C:14]([NH:17][C:18](=[O:31])[C:19]2[CH:24]=[C:23]([O:25][CH3:26])[CH:22]=[C:21]([O:27][CH2:28][CH2:29][OH:30])[CH:20]=2)([CH3:16])[CH3:15])[N:5]=[C:4]([CH3:32])[C:3]=1[C:33]([O-:35])=[O:34].[ClH:36]. Product: [ClH:36].[NH2:1][C:2]1[C:11]2[C:6](=[CH:7][CH:8]=[CH:9][C:10]=2[O:12][CH2:13][C:14]([NH:17][C:18](=[O:31])[C:19]2[CH:24]=[C:23]([O:25][CH3:26])[CH:22]=[C:21]([O:27][CH2:28][CH2:29][OH:30])[CH:20]=2)([CH3:15])[CH3:16])[N:5]=[C:4]([CH3:32])[C:3]=1[C:33]([OH:35])=[O:34]. The catalyst class is: 14.